This data is from Peptide-MHC class I binding affinity with 185,985 pairs from IEDB/IMGT. The task is: Regression. Given a peptide amino acid sequence and an MHC pseudo amino acid sequence, predict their binding affinity value. This is MHC class I binding data. (1) The peptide sequence is HIVCSKTVK. The MHC is HLA-A03:01 with pseudo-sequence HLA-A03:01. The binding affinity (normalized) is 0.476. (2) The peptide sequence is KTPLYYLSGT. The MHC is HLA-A02:03 with pseudo-sequence HLA-A02:03. The binding affinity (normalized) is 0.257. (3) The peptide sequence is TEMYIMYAM. The MHC is HLA-A24:03 with pseudo-sequence HLA-A24:03. The binding affinity (normalized) is 0.213. (4) The peptide sequence is DISDVKVLA. The MHC is HLA-A68:02 with pseudo-sequence HLA-A68:02. The binding affinity (normalized) is 0.709. (5) The peptide sequence is KSKVFRKV. The MHC is H-2-Kb with pseudo-sequence H-2-Kb. The binding affinity (normalized) is 0.274. (6) The binding affinity (normalized) is 0.741. The peptide sequence is LLTDTIESA. The MHC is HLA-A02:02 with pseudo-sequence HLA-A02:02. (7) The peptide sequence is YTAVVPLVY. The MHC is Mamu-B52 with pseudo-sequence Mamu-B52. The binding affinity (normalized) is 0. (8) The peptide sequence is DMRKRIEAF. The MHC is HLA-B39:01 with pseudo-sequence HLA-B39:01. The binding affinity (normalized) is 0.0847. (9) The binding affinity (normalized) is 0.154. The peptide sequence is RGPYRAFVTI. The MHC is Mamu-A2601 with pseudo-sequence Mamu-A2601. (10) The peptide sequence is STIFFTASL. The MHC is H-2-Kb with pseudo-sequence H-2-Kb. The binding affinity (normalized) is 0.651.